This data is from Full USPTO retrosynthesis dataset with 1.9M reactions from patents (1976-2016). The task is: Predict the reactants needed to synthesize the given product. (1) Given the product [Cl:16][C:17]1[N:22]=[C:21]([NH:6][CH:1]2[CH2:5][CH2:4][CH2:3][CH2:2]2)[CH:20]=[C:19]([CH:24]2[CH2:28][CH2:27][CH2:26][CH2:25]2)[N:18]=1, predict the reactants needed to synthesize it. The reactants are: [CH:1]1([NH2:6])[CH2:5][CH2:4][CH2:3][CH2:2]1.CCN(C(C)C)C(C)C.[Cl:16][C:17]1[N:22]=[C:21](Cl)[CH:20]=[C:19]([CH:24]2[CH2:28][CH2:27][CH2:26][CH2:25]2)[N:18]=1. (2) Given the product [OH:26][C:22]1[CH:21]=[C:20]([C:9]2[CH2:10][CH2:11][CH2:12][C:13]3[CH:18]=[C:17]([OH:19])[CH:16]=[CH:15][C:14]=3[C:8]=2[CH2:7][CH2:6][CH2:5][CH2:4][CH2:3][CH2:2][N:28]([CH3:27])[CH2:29][CH2:30][CH2:31][CH2:32][S:33]([CH2:36][CH2:37][CH2:38][C:39]([F:45])([F:44])[C:40]([F:41])([F:42])[F:43])(=[O:35])=[O:34])[CH:25]=[CH:24][CH:23]=1, predict the reactants needed to synthesize it. The reactants are: Br[CH2:2][CH2:3][CH2:4][CH2:5][CH2:6][CH2:7][C:8]1[C:14]2[CH:15]=[CH:16][C:17]([OH:19])=[CH:18][C:13]=2[CH2:12][CH2:11][CH2:10][C:9]=1[C:20]1[CH:25]=[CH:24][CH:23]=[C:22]([OH:26])[CH:21]=1.[CH3:27][NH:28][CH2:29][CH2:30][CH2:31][CH2:32][S:33]([CH2:36][CH2:37][CH2:38][C:39]([F:45])([F:44])[C:40]([F:43])([F:42])[F:41])(=[O:35])=[O:34]. (3) Given the product [F:1][C:2]1[CH:7]=[C:6]([N+:10]([O-:12])=[O:11])[C:5]([F:8])=[CH:4][C:3]=1[OH:9], predict the reactants needed to synthesize it. The reactants are: [F:1][C:2]1[CH:7]=[CH:6][C:5]([F:8])=[CH:4][C:3]=1[OH:9].[N+:10]([O-])([OH:12])=[O:11].